This data is from Catalyst prediction with 721,799 reactions and 888 catalyst types from USPTO. The task is: Predict which catalyst facilitates the given reaction. (1) Reactant: C[O:2][C:3]1[CH:4]=[C:5]2[C:10](=[CH:11][CH:12]=1)[C:9](=[O:13])[NH:8][CH:7]=[C:6]2[CH3:14]. Product: [OH:2][C:3]1[CH:4]=[C:5]2[C:10](=[CH:11][CH:12]=1)[C:9](=[O:13])[NH:8][CH:7]=[C:6]2[CH3:14]. The catalyst class is: 33. (2) Reactant: Cl[C:2]1[N:7]=[N:6][C:5]([Cl:8])=[C:4]2[NH:9][CH:10]=[N:11][C:3]=12.C(N(CC)CC)C.[F:19][C:20]([F:34])([F:33])[C:21]1[CH:22]=[CH:23][C:24]([N:27]2[CH2:32][CH2:31][NH:30][CH2:29][CH2:28]2)=[N:25][CH:26]=1. Product: [Cl:8][C:5]1[N:6]=[N:7][C:2]([N:30]2[CH2:31][CH2:32][N:27]([C:24]3[CH:23]=[CH:22][C:21]([C:20]([F:34])([F:19])[F:33])=[CH:26][N:25]=3)[CH2:28][CH2:29]2)=[C:3]2[N:11]=[CH:10][NH:9][C:4]=12. The catalyst class is: 12. (3) Reactant: [F:1][C:2]1[C:12](B2OC(C)(C)C(C)(C)O2)=[CH:11][C:5]2[N:6]([CH3:10])[C:7](=[O:9])[O:8][C:4]=2[CH:3]=1.Br[C:23]1[CH:24]=[C:25]([NH:29][S:30]([CH2:33][CH3:34])(=[O:32])=[O:31])[CH:26]=[N:27][CH:28]=1.[O-]P([O-])([O-])=O.[K+].[K+].[K+]. Product: [F:1][C:2]1[C:12]([C:23]2[CH:24]=[C:25]([NH:29][S:30]([CH2:33][CH3:34])(=[O:32])=[O:31])[CH:26]=[N:27][CH:28]=2)=[CH:11][C:5]2[N:6]([CH3:10])[C:7](=[O:9])[O:8][C:4]=2[CH:3]=1. The catalyst class is: 73. (4) Reactant: [C:1]1([C:32]2[CH:37]=[CH:36][CH:35]=[CH:34][CH:33]=2)[CH:6]=[CH:5][C:4]([C:7]2[N:12]=[C:11]([C:13]3[CH:18]=[CH:17][C:16]([C:19]4[CH:24]=[CH:23][CH:22]=[CH:21][CH:20]=4)=[CH:15][CH:14]=3)[N:10]=[C:9]([C:25]3[CH:30]=[CH:29][C:28](Br)=[CH:27][CH:26]=3)[N:8]=2)=[CH:3][CH:2]=1.[CH3:38][C:39]1[CH:44]=[C:43]([CH3:45])[N:42]=[C:41]([C:46]2[CH:51]=[CH:50][C:49](B3OC(C)(C)C(C)(C)O3)=[CH:48][CH:47]=2)[N:40]=1.P([O-])([O-])([O-])=O.[K+].[K+].[K+]. Product: [C:1]1([C:32]2[CH:37]=[CH:36][CH:35]=[CH:34][CH:33]=2)[CH:6]=[CH:5][C:4]([C:7]2[N:12]=[C:11]([C:13]3[CH:18]=[CH:17][C:16]([C:19]4[CH:24]=[CH:23][CH:22]=[CH:21][CH:20]=4)=[CH:15][CH:14]=3)[N:10]=[C:9]([C:25]3[CH:30]=[CH:29][C:28]([C:49]4[CH:48]=[CH:47][C:46]([C:41]5[N:40]=[C:39]([CH3:38])[CH:44]=[C:43]([CH3:45])[N:42]=5)=[CH:51][CH:50]=4)=[CH:27][CH:26]=3)[N:8]=2)=[CH:3][CH:2]=1. The catalyst class is: 38. (5) The catalyst class is: 53. Reactant: [CH3:1][O:2][C:3](=[O:13])[CH2:4][C:5]1[CH:10]=[CH:9][CH:8]=[CH:7][C:6]=1[O:11][CH3:12].C1C(=O)N([Br:21])C(=O)C1. Product: [CH3:1][O:2][C:3](=[O:13])[CH:4]([Br:21])[C:5]1[CH:10]=[CH:9][CH:8]=[CH:7][C:6]=1[O:11][CH3:12].